From a dataset of NCI-60 drug combinations with 297,098 pairs across 59 cell lines. Regression. Given two drug SMILES strings and cell line genomic features, predict the synergy score measuring deviation from expected non-interaction effect. Drug 1: CC1C(C(=O)NC(C(=O)N2CCCC2C(=O)N(CC(=O)N(C(C(=O)O1)C(C)C)C)C)C(C)C)NC(=O)C3=C4C(=C(C=C3)C)OC5=C(C(=O)C(=C(C5=N4)C(=O)NC6C(OC(=O)C(N(C(=O)CN(C(=O)C7CCCN7C(=O)C(NC6=O)C(C)C)C)C)C(C)C)C)N)C. Drug 2: CCC(=C(C1=CC=CC=C1)C2=CC=C(C=C2)OCCN(C)C)C3=CC=CC=C3.C(C(=O)O)C(CC(=O)O)(C(=O)O)O. Cell line: CCRF-CEM. Synergy scores: CSS=38.3, Synergy_ZIP=23.8, Synergy_Bliss=26.4, Synergy_Loewe=23.0, Synergy_HSA=23.1.